Task: Predict which catalyst facilitates the given reaction.. Dataset: Catalyst prediction with 721,799 reactions and 888 catalyst types from USPTO (1) Reactant: Br[C:2]1[CH:7]=[CH:6][C:5]([Br:8])=[CH:4][N:3]=1.[OH:9][C:10]1[CH:11]=[N:12][CH:13]=[N:14][CH:15]=1.C(=O)([O-])[O-].[Cs+].[Cs+]. Product: [Br:8][C:5]1[CH:6]=[CH:7][C:2]([O:9][C:10]2[CH:11]=[N:12][CH:13]=[N:14][CH:15]=2)=[N:3][CH:4]=1. The catalyst class is: 44. (2) Reactant: [H-].[Na+].[CH3:3][N:4]1[C:8]2[NH:9][C:10](=[O:17])[CH:11]=[C:12]([C:13]([F:16])([F:15])[F:14])[C:7]=2[C:6]([C:18]2[CH:23]=[CH:22][CH:21]=[CH:20][CH:19]=2)=[CH:5]1.Br[CH2:25][C:26]([O:28]CC)=[O:27].O. Product: [CH3:3][N:4]1[C:8]2=[N:9][C:10]([O:17][CH2:25][C:26]([OH:28])=[O:27])=[CH:11][C:12]([C:13]([F:14])([F:16])[F:15])=[C:7]2[C:6]([C:18]2[CH:23]=[CH:22][CH:21]=[CH:20][CH:19]=2)=[CH:5]1. The catalyst class is: 3. (3) Reactant: [C:1]([OH:14])(=[O:13])[CH2:2][CH2:3][CH2:4][CH2:5][CH2:6][CH2:7][CH2:8][CH2:9][CH2:10][CH2:11][CH3:12].[C:15]([OH:24])(=[O:23])[CH2:16][CH2:17][CH2:18][CH2:19][CH2:20][CH2:21][CH3:22].O[C:26]([CH2:28][CH2:29][CH2:30][CH2:31][CH2:32][CH2:33][CH2:34][CH2:35][CH3:36])=O.C(O)(=O)CCCCC. Product: [C:1]([OH:14])(=[O:13])[CH2:2][CH2:3][CH2:4][CH2:5][CH2:6][CH2:7][CH2:8]/[CH:9]=[CH:10]\[CH2:11]/[CH:12]=[CH:15]\[CH2:16][CH2:17][CH2:18][CH2:19][CH3:20].[C:15]([OH:24])(=[O:23])[CH2:16][CH2:17][CH2:18][CH2:19][CH2:20][CH2:21][CH2:22]/[CH:26]=[CH:28]\[CH2:29][CH2:30][CH2:31][CH2:32][CH2:33][CH2:34][CH2:35][CH3:36]. The catalyst class is: 610. (4) The catalyst class is: 7. Reactant: [C:1]([O:5][C:6]([NH:8][C@H:9]([C:19]([O:21][C:22]([CH3:25])([CH3:24])[CH3:23])=[O:20])[CH2:10][CH2:11][C:12]([O:14][C:15]([CH3:18])([CH3:17])[CH3:16])=[O:13])=[O:7])([CH3:4])([CH3:3])[CH3:2].C[Si](C)(C)[N-][Si](C)(C)C.[Li+].[Br:36][C:37]1[CH:38]=[CH:39][C:40]([CH2:43]Br)=[N:41][CH:42]=1. Product: [Br:36][C:37]1[CH:38]=[CH:39][C:40]([CH2:43][C@H:11]([C:12]([O:14][C:15]([CH3:16])([CH3:18])[CH3:17])=[O:13])[CH2:10][C@@H:9]([C:19]([O:21][C:22]([CH3:25])([CH3:24])[CH3:23])=[O:20])[NH:8][C:6]([O:5][C:1]([CH3:4])([CH3:2])[CH3:3])=[O:7])=[N:41][CH:42]=1. (5) Reactant: C([O:3][C:4](=O)[CH:5]([NH2:29])[CH2:6][C:7]1[C:15]2[C:10](=[CH:11][CH:12]=[CH:13][CH:14]=2)[N:9]([C:16]2[CH:21]=[CH:20][C:19]([O:22][C:23]3[CH:28]=[CH:27][CH:26]=[CH:25][CH:24]=3)=[CH:18][CH:17]=2)[CH:8]=1)C.[BH4-].[Na+]. Product: [NH2:29][CH:5]([CH2:6][C:7]1[C:15]2[C:10](=[CH:11][CH:12]=[CH:13][CH:14]=2)[N:9]([C:16]2[CH:21]=[CH:20][C:19]([O:22][C:23]3[CH:28]=[CH:27][CH:26]=[CH:25][CH:24]=3)=[CH:18][CH:17]=2)[CH:8]=1)[CH2:4][OH:3]. The catalyst class is: 811.